Dataset: Peptide-MHC class I binding affinity with 185,985 pairs from IEDB/IMGT. Task: Regression. Given a peptide amino acid sequence and an MHC pseudo amino acid sequence, predict their binding affinity value. This is MHC class I binding data. The peptide sequence is VEITPYKPTW. The MHC is HLA-B18:01 with pseudo-sequence HLA-B18:01. The binding affinity (normalized) is 0.0804.